From a dataset of Forward reaction prediction with 1.9M reactions from USPTO patents (1976-2016). Predict the product of the given reaction. Given the reactants [CH3:1][C:2]1[NH:3][C:4](=[O:23])[N:5]([C:16]2[CH:17]=[C:18](C)[CH:19]=[CH:20][CH:21]=2)[C:6]=1[C:7]1[CH:8]=[CH:9][C:10]2[N:11]([N:13]=[CH:14][N:15]=2)[CH:12]=1.CN(C)C=O.CC(C)([O-])C.[K+].[I-].[Na+].Br[CH2:38][CH:39]1[CH2:42][CH2:41][CH2:40]1, predict the reaction product. The product is: [N:15]1[CH:14]=[N:13][N:11]2[CH:12]=[C:7]([C:6]3[N:5]([C:16]4[CH:21]=[CH:20][CH:19]=[CH:18][CH:17]=4)[C:4](=[O:23])[N:3]([CH2:38][CH:39]4[CH2:42][CH2:41][CH2:40]4)[C:2]=3[CH3:1])[CH:8]=[CH:9][C:10]=12.